This data is from CYP1A2 inhibition data for predicting drug metabolism from PubChem BioAssay. The task is: Regression/Classification. Given a drug SMILES string, predict its absorption, distribution, metabolism, or excretion properties. Task type varies by dataset: regression for continuous measurements (e.g., permeability, clearance, half-life) or binary classification for categorical outcomes (e.g., BBB penetration, CYP inhibition). Dataset: cyp1a2_veith. (1) The drug is Cn1c(=O)n(C)c2cc(/C=N/n3cnnc3)ccc21. The result is 1 (inhibitor). (2) The molecule is C#CCCCO/N=C1\[C@@H]2CCn3c(=O)n(Cc4cc5c(cc4Cl)OCO5)c(=O)n3[C@H]2[C@H](O)[C@H]2O[C@H]12. The result is 0 (non-inhibitor). (3) The result is 1 (inhibitor). The drug is CSc1nc(-c2ccc(C)cc2)[nH]c1S(=O)(=O)c1ccccc1. (4) The molecule is COc1cc(COc2cc(N)c(Cl)cc2C(=O)CCC2CCN(CCNS(C)(=O)=O)CC2)cc(OC)c1. The result is 0 (non-inhibitor). (5) The compound is Cc1ccc(CCN2CC(C(=O)NCCN3CCOCC3)CC2=O)cc1. The result is 0 (non-inhibitor). (6) The drug is CCOC(=O)CCN1C(=O)[C@H]2CC[C@@H]3/C(=N\OCc4ccccc4)C[C@@H](O)[C@@H](O)[C@@H]3[C@@H]2C1=O. The result is 0 (non-inhibitor). (7) The result is 0 (non-inhibitor). The drug is CN1CCc2c(c3c(n2C)CCN(C)[C@H]3c2ccccc2F)[C@@H]1c1ccccc1F.Cl.